Dataset: Catalyst prediction with 721,799 reactions and 888 catalyst types from USPTO. Task: Predict which catalyst facilitates the given reaction. Reactant: [OH:1][C:2]1[CH:7]=[CH:6][C:5]([CH2:8][CH2:9][CH:10]([NH:12][C:13](=[O:15])[CH3:14])[CH3:11])=[CH:4][CH:3]=1.Cl[C:17]1[CH:22]=[CH:21][C:20]([O:23][CH:24]2[CH2:28][CH2:27][CH2:26][CH2:25]2)=[CH:19][N:18]=1.[H-].[Na+]. Product: [CH:24]1([O:23][C:20]2[CH:21]=[CH:22][C:17]([O:1][C:2]3[CH:3]=[CH:4][C:5]([CH2:8][CH2:9][CH:10]([NH:12][C:13](=[O:15])[CH3:14])[CH3:11])=[CH:6][CH:7]=3)=[N:18][CH:19]=2)[CH2:25][CH2:26][CH2:27][CH2:28]1. The catalyst class is: 60.